From a dataset of Forward reaction prediction with 1.9M reactions from USPTO patents (1976-2016). Predict the product of the given reaction. (1) Given the reactants [NH:1]1[C:9]2[C:4](=[CH:5][C:6](B(O)O)=[CH:7][CH:8]=2)[CH:3]=[CH:2]1.Br[C:14]1[CH:19]=[CH:18][C:17]([C:20]2[O:21][C:22]([CH3:32])=[C:23]([CH2:25][CH2:26][N:27]3[CH2:31][CH2:30][CH2:29][CH2:28]3)[N:24]=2)=[CH:16][CH:15]=1, predict the reaction product. The product is: [CH3:32][C:22]1[O:21][C:20]([C:17]2[CH:18]=[CH:19][C:14]([C:6]3[CH:5]=[C:4]4[C:9](=[CH:8][CH:7]=3)[NH:1][CH:2]=[CH:3]4)=[CH:15][CH:16]=2)=[N:24][C:23]=1[CH2:25][CH2:26][N:27]1[CH2:31][CH2:30][CH2:29][CH2:28]1. (2) Given the reactants Cl[C:2]1[C:11]2[C:6](=[CH:7][CH:8]=[CH:9][CH:10]=2)[C:5]([C:12]2[CH:17]=[CH:16][CH:15]=[CH:14][CH:13]=2)=[N:4][N:3]=1.[CH3:18][O:19][C:20]1[CH:29]=[C:28]2[C:23]([C:24]([CH2:30][C:31]3[CH:36]=[CH:35][C:34]([NH2:37])=[CH:33][CH:32]=3)=[CH:25][CH:26]=[N:27]2)=[CH:22][CH:21]=1, predict the reaction product. The product is: [CH3:18][O:19][C:20]1[CH:29]=[C:28]2[C:23]([C:24]([CH2:30][C:31]3[CH:32]=[CH:33][C:34]([NH:37][C:2]4[C:11]5[C:6](=[CH:7][CH:8]=[CH:9][CH:10]=5)[C:5]([C:12]5[CH:17]=[CH:16][CH:15]=[CH:14][CH:13]=5)=[N:4][N:3]=4)=[CH:35][CH:36]=3)=[CH:25][CH:26]=[N:27]2)=[CH:22][CH:21]=1. (3) Given the reactants [CH3:1][O:2][CH2:3][O:4][CH2:5][CH2:6][C:7]1[C:16]([CH3:17])=[C:15]2[C:10]([CH2:11][CH2:12][C:13](=[O:18])[NH:14]2)=[CH:9][C:8]=1[CH2:19][CH2:20]C(OCC)=O.[OH-:26].[Na+].Cl, predict the reaction product. The product is: [CH3:1][O:2][CH2:3][O:4][CH2:5][CH2:6][C:7]1[C:16]([CH3:17])=[C:15]2[C:10]([CH2:11][CH2:12][C:13](=[O:18])[NH:14]2)=[CH:9][C:8]=1[CH2:19][CH2:20][NH:14][C:13](=[O:18])[O:26][C:7]([CH3:16])([CH3:8])[CH3:6]. (4) Given the reactants C(OC([N:8]1[CH2:14][CH2:13][C:12](=[O:15])[N:11]([CH2:16][CH2:17][CH2:18][N:19]2[CH2:24][CH2:23][CH2:22][CH2:21][CH2:20]2)[CH2:10][CH2:9]1)=O)(C)(C)C.Cl.CO, predict the reaction product. The product is: [N:19]1([CH2:18][CH2:17][CH2:16][N:11]2[C:12](=[O:15])[CH2:13][CH2:14][NH:8][CH2:9][CH2:10]2)[CH2:20][CH2:21][CH2:22][CH2:23][CH2:24]1.